Task: Predict the reaction yield, written as a fraction of the theoretical maximum amount of product (1.0 means a 100% yield; for example, 0.34 means a 34% yield).. Dataset: Reaction yield outcomes from USPTO patents with 853,638 reactions (1) The reactants are [C:1](Cl)(=[O:4])[CH:2]=[CH2:3].[CH3:6][N:7]1[CH2:14][C@@H:13]2[C@@H:9]([N:10]([C:15]3[CH:20]=[C:19]([O:21][CH3:22])[C:18]([NH:23][C:24]4[N:29]=[C:28]([C:30]5[C:38]6[C:33](=[CH:34][CH:35]=[CH:36][CH:37]=6)[N:32]([CH3:39])[CH:31]=5)[CH:27]=[CH:26][N:25]=4)=[CH:17][C:16]=3[NH2:40])[CH2:11][CH2:12]2)[CH2:8]1. The catalyst is C1COCC1.C(Cl)Cl. The product is [CH3:6][N:7]1[CH2:14][C@@H:13]2[C@@H:9]([N:10]([C:15]3[CH:20]=[C:19]([O:21][CH3:22])[C:18]([NH:23][C:24]4[N:29]=[C:28]([C:30]5[C:38]6[C:33](=[CH:34][CH:35]=[CH:36][CH:37]=6)[N:32]([CH3:39])[CH:31]=5)[CH:27]=[CH:26][N:25]=4)=[CH:17][C:16]=3[NH:40][C:1](=[O:4])[CH:2]=[CH2:3])[CH2:11][CH2:12]2)[CH2:8]1. The yield is 0.530. (2) The yield is 0.800. The product is [C:29]([N:36]1[C@@H:37]([CH3:44])[CH2:38][CH2:39][CH2:19][C@@H:20]1[CH:21]=[CH:22][CH2:23][CH3:18])([O:31][C:32]([CH3:33])([CH3:35])[CH3:34])=[O:30]. The reactants are [Br-].C([P+]([C:18]1[CH:23]=[CH:22][CH:21]=[CH:20][CH:19]=1)([C:18]1[CH:23]=[CH:22][CH:21]=[CH:20][CH:19]=1)[C:18]1[CH:23]=[CH:22][CH:21]=[CH:20][CH:19]=1)CC.[Li]CCCC.[C:29]([N:36]1[C@@H](C=O)C[CH2:39][CH2:38][C@@H:37]1[CH3:44])([O:31][C:32]([CH3:35])([CH3:34])[CH3:33])=[O:30].CCOC(C)=O.CCCCCC. The catalyst is C1COCC1.O. (3) The yield is 0.900. The reactants are [CH2:1]([O:8][P:9]([O-:18])[O:10][CH2:11][C:12]1[CH:17]=[CH:16][CH:15]=[CH:14][CH:13]=1)[C:2]1[CH:7]=[CH:6][CH:5]=[CH:4][CH:3]=1.[C:19]([O:23]CC)(=[O:22])[CH:20]=[CH2:21].C([O-])([O-])=O.[K+].[K+].O. The catalyst is C1COCC1. The product is [CH2:11]([O:10][P:9]([CH2:21][CH2:20][C:19]([OH:23])=[O:22])([O:8][CH2:1][C:2]1[CH:3]=[CH:4][CH:5]=[CH:6][CH:7]=1)=[O:18])[C:12]1[CH:13]=[CH:14][CH:15]=[CH:16][CH:17]=1. (4) The reactants are [CH3:1][O:2][C:3]1[CH:4]=[C:5]([CH2:9]C(O)=O)[CH:6]=[CH:7][CH:8]=1.C=O.Cl.[C:16]([OH:19])(=[O:18])[CH3:17]. The catalyst is O. The product is [CH3:1][O:2][C:3]1[CH:8]=[CH:7][C:6]2[CH2:17][C:16](=[O:19])[O:18][CH2:9][C:5]=2[CH:4]=1. The yield is 0.380. (5) The yield is 0.890. The reactants are [Cl:1][C:2]1[C:11]([N+:12]([O-:14])=[O:13])=[CH:10][C:5]2[NH:6][C:7](=O)[NH:8][C:4]=2[CH:3]=1.P(Cl)(Cl)([Cl:17])=O. No catalyst specified. The product is [Cl:17][C:7]1[NH:8][C:4]2[CH:3]=[C:2]([Cl:1])[C:11]([N+:12]([O-:14])=[O:13])=[CH:10][C:5]=2[N:6]=1. (6) The reactants are [CH3:1][N:2]([S:15]([C:18]1[S:19][CH:20]=[CH:21][CH:22]=1)(=[O:17])=[O:16])[C:3]1[CH:4]=[CH:5][CH:6]=[C:7]2[C:11]=1[NH:10][C:9]([C:12](O)=[O:13])=[CH:8]2.[NH2:23][CH2:24][C:25]([S:30][CH2:31][C:32]1[CH:37]=[CH:36][CH:35]=[CH:34][CH:33]=1)([CH3:29])[CH2:26][CH2:27][OH:28].N1(O)C2C=CC=CC=2N=N1.Cl.CN(C)CCCN=C=NCC. The catalyst is O.CN(C)C=O. The product is [CH2:31]([S:30][C:25]([CH3:29])([CH2:26][CH2:27][OH:28])[CH2:24][NH:23][C:12]([C:9]1[NH:10][C:11]2[C:7]([CH:8]=1)=[CH:6][CH:5]=[CH:4][C:3]=2[N:2]([CH3:1])[S:15]([C:18]1[S:19][CH:20]=[CH:21][CH:22]=1)(=[O:16])=[O:17])=[O:13])[C:32]1[CH:37]=[CH:36][CH:35]=[CH:34][CH:33]=1. The yield is 0.650.